This data is from Forward reaction prediction with 1.9M reactions from USPTO patents (1976-2016). The task is: Predict the product of the given reaction. (1) Given the reactants Br[CH2:2][CH2:3][CH2:4][O:5][C:6]1[CH:15]=[C:14]2[C:9]([CH2:10][CH2:11][C:12]([CH2:21][CH3:22])([C:16]([O:18][CH2:19][CH3:20])=[O:17])[O:13]2)=[CH:8][CH:7]=1.[F:23][C:24]([F:39])([F:38])[C:25]1[C:29]2[CH:30]=[CH:31][C:32]([OH:37])=[C:33]([CH2:34][CH2:35][CH3:36])[C:28]=2[O:27][N:26]=1.C(=O)([O-])[O-].[Cs+].[Cs+], predict the reaction product. The product is: [F:39][C:24]([F:23])([F:38])[C:25]1[C:29]2[CH:30]=[CH:31][C:32]([O:37][CH2:2][CH2:3][CH2:4][O:5][C:6]3[CH:15]=[C:14]4[C:9]([CH2:10][CH2:11][C:12]([CH2:21][CH3:22])([C:16]([O:18][CH2:19][CH3:20])=[O:17])[O:13]4)=[CH:8][CH:7]=3)=[C:33]([CH2:34][CH2:35][CH3:36])[C:28]=2[O:27][N:26]=1. (2) Given the reactants Br[C:2]1[CH:3]=[C:4]([C:8]2[C:17]3[C:12](=[C:13]([C:18]([F:21])([F:20])[F:19])[CH:14]=[CH:15][CH:16]=3)[N:11]=[C:10]([C:22]([F:25])([F:24])[F:23])[N:9]=2)[CH:5]=[CH:6][CH:7]=1.[CH3:26][S:27]([C:30]1[CH:31]=[C:32](B(O)O)[CH:33]=[CH:34][CH:35]=1)(=[O:29])=[O:28], predict the reaction product. The product is: [CH3:26][S:27]([C:30]1[CH:31]=[C:32]([C:2]2[CH:7]=[CH:6][CH:5]=[C:4]([C:8]3[C:17]4[C:12](=[C:13]([C:18]([F:21])([F:20])[F:19])[CH:14]=[CH:15][CH:16]=4)[N:11]=[C:10]([C:22]([F:25])([F:23])[F:24])[N:9]=3)[CH:3]=2)[CH:33]=[CH:34][CH:35]=1)(=[O:29])=[O:28].